From a dataset of NCI-60 drug combinations with 297,098 pairs across 59 cell lines. Regression. Given two drug SMILES strings and cell line genomic features, predict the synergy score measuring deviation from expected non-interaction effect. Drug 1: CC(C1=C(C=CC(=C1Cl)F)Cl)OC2=C(N=CC(=C2)C3=CN(N=C3)C4CCNCC4)N. Drug 2: CC1C(C(=O)NC(C(=O)N2CCCC2C(=O)N(CC(=O)N(C(C(=O)O1)C(C)C)C)C)C(C)C)NC(=O)C3=C4C(=C(C=C3)C)OC5=C(C(=O)C(=C(C5=N4)C(=O)NC6C(OC(=O)C(N(C(=O)CN(C(=O)C7CCCN7C(=O)C(NC6=O)C(C)C)C)C)C(C)C)C)N)C. Cell line: SF-539. Synergy scores: CSS=23.9, Synergy_ZIP=6.90, Synergy_Bliss=12.2, Synergy_Loewe=13.1, Synergy_HSA=12.5.